The task is: Predict the reactants needed to synthesize the given product.. This data is from Full USPTO retrosynthesis dataset with 1.9M reactions from patents (1976-2016). (1) The reactants are: FC(F)(F)C(O)=O.[S:8]1[C:12]2[CH:13]=[CH:14][CH:15]=[CH:16][C:11]=2[N:10]=[C:9]1[S:17]([N:20]1[CH2:25][CH2:24][NH:23][CH2:22][C:21]1=[O:26])(=[O:19])=[O:18].[CH:27]([O:40][C:41]([NH:43][C:44]1[N:52]=[CH:51][N:50]=[C:49]2[C:45]=1[N:46]=[CH:47][N:48]2[CH2:53][C:54](O)=[O:55])=[O:42])([C:34]1[CH:39]=[CH:38][CH:37]=[CH:36][CH:35]=1)[C:28]1[CH:33]=[CH:32][CH:31]=[CH:30][CH:29]=1. Given the product [S:8]1[C:12]2[CH:13]=[CH:14][CH:15]=[CH:16][C:11]=2[N:10]=[C:9]1[S:17]([N:20]1[CH2:25][CH2:24][N:23]([C:54](=[O:55])[CH2:53][N:48]2[CH:47]=[N:46][C:45]3[C:49]2=[N:50][CH:51]=[N:52][C:44]=3[NH:43][C:41]([O:40][CH:27]([C:34]2[CH:39]=[CH:38][CH:37]=[CH:36][CH:35]=2)[C:28]2[CH:33]=[CH:32][CH:31]=[CH:30][CH:29]=2)=[O:42])[CH2:22][C:21]1=[O:26])(=[O:19])=[O:18], predict the reactants needed to synthesize it. (2) Given the product [Cl-:1].[CH3:18][N+:19]1[CH:23]=[CH:22][N:21]([CH2:2][CH2:3][CH2:4][CH2:5][CH2:6][CH2:7][CH2:8][CH2:9][CH2:10][CH2:11][CH2:12][CH2:13][CH2:14][CH2:15][CH2:16][CH3:17])[C:20]=1[CH3:24], predict the reactants needed to synthesize it. The reactants are: [Cl:1][CH2:2][CH2:3][CH2:4][CH2:5][CH2:6][CH2:7][CH2:8][CH2:9][CH2:10][CH2:11][CH2:12][CH2:13][CH2:14][CH2:15][CH2:16][CH3:17].[CH3:18][N:19]1[CH:23]=[CH:22][N:21]=[C:20]1[CH3:24]. (3) Given the product [CH2:22]([C:19]1[CH:18]=[N:17][C:16]([C:2]#[C:1][C:3]2[C:4]([C:9]3[CH:14]=[CH:13][CH:12]=[CH:11][CH:10]=3)=[N:5][O:6][C:7]=2[CH3:8])=[N:21][CH:20]=1)[CH3:23], predict the reactants needed to synthesize it. The reactants are: [C:1]([C:3]1[C:4]([C:9]2[CH:14]=[CH:13][CH:12]=[CH:11][CH:10]=2)=[N:5][O:6][C:7]=1[CH3:8])#[CH:2].Cl[C:16]1[N:21]=[CH:20][C:19]([CH2:22][CH3:23])=[CH:18][N:17]=1. (4) Given the product [CH3:33][C:31]1[N:32]=[C:28]([NH:27][C:2]2[N:3]=[CH:4][C:5]([C:17]3[CH:18]=[N:19][CH:20]=[C:21]([C:23]([F:26])([F:25])[F:24])[CH:22]=3)=[C:6]3[C:11]=2[N:10]=[C:9]([CH3:12])[CH:8]=[CH:7]3)[S:29][CH:30]=1, predict the reactants needed to synthesize it. The reactants are: Cl[C:2]1[C:11]2[N:10]=[C:9]([CH3:12])[CH:8]=[CH:7][C:6]=2[C:5](B(O)O)=[CH:4][N:3]=1.Br[C:17]1[CH:18]=[N:19][CH:20]=[C:21]([C:23]([F:26])([F:25])[F:24])[CH:22]=1.[NH2:27][C:28]1[S:29][CH:30]=[C:31]([CH3:33])[N:32]=1. (5) Given the product [CH3:1][O:2][C:3]1[CH:12]=[CH:11][C:10]([NH:13][S:14]([CH3:17])(=[O:16])=[O:15])=[CH:9][C:4]=1[C:5]([OH:7])=[O:6], predict the reactants needed to synthesize it. The reactants are: [CH3:1][O:2][C:3]1[CH:12]=[CH:11][C:10]([NH:13][S:14]([CH3:17])(=[O:16])=[O:15])=[CH:9][C:4]=1[C:5]([O:7]C)=[O:6].[OH-].[Li+].Cl.